Dataset: Forward reaction prediction with 1.9M reactions from USPTO patents (1976-2016). Task: Predict the product of the given reaction. (1) Given the reactants [CH3:1][C:2]([CH3:18])([CH3:17])[CH2:3][NH:4][C:5]1[CH:12]=[CH:11][C:8]([C:9]#[N:10])=[C:7]([C:13]([F:16])([F:15])[F:14])[CH:6]=1.Cl[CH2:20][C:21]1[N:25]=[C:24]([C:26]2[CH:31]=[CH:30][CH:29]=[C:28]([C:32]([F:35])([F:34])[F:33])[CH:27]=2)[O:23][N:22]=1, predict the reaction product. The product is: [CH3:1][C:2]([CH3:18])([CH3:17])[CH2:3][N:4]([CH2:20][C:21]1[N:25]=[C:24]([C:26]2[CH:31]=[CH:30][CH:29]=[C:28]([C:32]([F:35])([F:33])[F:34])[CH:27]=2)[O:23][N:22]=1)[C:5]1[CH:12]=[CH:11][C:8]([C:9]#[N:10])=[C:7]([C:13]([F:14])([F:15])[F:16])[CH:6]=1. (2) The product is: [NH2:6][C:5]1[N:10]([C:12]2[CH:13]=[CH:14][C:15]([C:16]([OH:18])=[O:17])=[CH:19][CH:20]=2)[N:11]=[C:3]([C:2]([CH3:9])([CH3:8])[CH3:1])[CH:4]=1. Given the reactants [CH3:1][C:2]([CH3:9])([CH3:8])[C:3](=O)[CH2:4][C:5]#[N:6].[NH:10]([C:12]1[CH:20]=[CH:19][C:15]([C:16]([OH:18])=[O:17])=[CH:14][CH:13]=1)[NH2:11].C(O)(=O)C, predict the reaction product. (3) Given the reactants [SH3+:1].[Br:2][CH:3]1[C:12](=[O:13])[C:11]2[C:6](=[CH:7][CH:8]=[CH:9][CH:10]=2)[O:5][CH2:4]1.O.[Na].[CH3:16]S, predict the reaction product. The product is: [Br:2][CH:3]1[C:12](=[O:13])[C:11]2[C:6](=[CH:7][CH:8]=[CH:9][CH:10]=2)[O:5][CH2:4]1.[CH3:16][S:1][CH:3]1[C:12](=[O:13])[C:11]2[C:6](=[CH:7][CH:8]=[CH:9][CH:10]=2)[O:5][CH2:4]1. (4) Given the reactants [C:1]([NH:18][C@H:19]([C:23]([OH:25])=[O:24])[CH2:20][CH2:21][CH3:22])([O:3][CH2:4][CH:5]1[C:17]2[C:12](=[CH:13][CH:14]=[CH:15][CH:16]=2)[C:11]2[C:6]1=[CH:7][CH:8]=[CH:9][CH:10]=2)=[O:2].S(Cl)(Cl)=O.[CH3:30]O, predict the reaction product. The product is: [NH:18]([C:1]([O:3][CH2:4][CH:5]1[C:6]2[C:11](=[CH:10][CH:9]=[CH:8][CH:7]=2)[C:12]2[C:17]1=[CH:16][CH:15]=[CH:14][CH:13]=2)=[O:2])[C@H:19]([C:23]([O:25][CH3:30])=[O:24])[CH2:20][CH2:21][CH3:22].